Task: Predict the reaction yield, written as a fraction of the theoretical maximum amount of product (1.0 means a 100% yield; for example, 0.34 means a 34% yield).. Dataset: Reaction yield outcomes from USPTO patents with 853,638 reactions The reactants are [CH2:1]([O:8][CH:9]1[CH2:14][CH2:13][C:12]([CH2:17][OH:18])([C:15]#[N:16])[CH2:11][CH2:10]1)[C:2]1[CH:7]=[CH:6][CH:5]=[CH:4][CH:3]=1.[C:19]1([CH3:29])[CH:24]=[CH:23][C:22]([S:25](Cl)(=[O:27])=[O:26])=[CH:21][CH:20]=1.C(N(CC)CC)C.CCOC(C)=O. The catalyst is C(Cl)Cl.CN(C1C=CN=CC=1)C. The product is [CH3:29][C:19]1[CH:24]=[CH:23][C:22]([S:25]([O:18][CH2:17][C:12]2([C:15]#[N:16])[CH2:13][CH2:14][CH:9]([O:8][CH2:1][C:2]3[CH:7]=[CH:6][CH:5]=[CH:4][CH:3]=3)[CH2:10][CH2:11]2)(=[O:27])=[O:26])=[CH:21][CH:20]=1. The yield is 0.360.